From a dataset of Antibody developability classification from SAbDab with 2,409 antibodies. Regression/Classification. Given an antibody's heavy chain and light chain sequences, predict its developability. TAP uses regression for 5 developability metrics; SAbDab uses binary classification. The antibody is ['RVQLLESGAELMKPGASVQISCKATGYTFSFYWIEWVKERPGHGLEWIGEILPGSGRTNYREKFKGKATFTADTSSNTAYMQLSSLTSEDSAVYYCTRGYSSMDYWGQGTSVTVSA', 'ELVMTQSPLSLPVSLGDQASISCRPSQSLVHSNGNTYLHWYLQKPGQSPKLLIYRVSNRFSGVPDRFSGSGSGTAFTLKISRVEAEDLGVYFCSQGTHVPYTFGGGTKLELK']. Result: 0 (not developable).